This data is from Peptide-MHC class I binding affinity with 185,985 pairs from IEDB/IMGT. The task is: Regression. Given a peptide amino acid sequence and an MHC pseudo amino acid sequence, predict their binding affinity value. This is MHC class I binding data. (1) The peptide sequence is YVYFYDLSY. The MHC is HLA-A32:15 with pseudo-sequence HLA-A32:15. The binding affinity (normalized) is 0.756. (2) The peptide sequence is LMRSICVSI. The MHC is HLA-B15:01 with pseudo-sequence HLA-B15:01. The binding affinity (normalized) is 0.616. (3) The peptide sequence is YYKKDNAYY. The MHC is HLA-A23:01 with pseudo-sequence HLA-A23:01. The binding affinity (normalized) is 0.368. (4) The peptide sequence is SVRDRLARL. The MHC is HLA-B51:01 with pseudo-sequence HLA-B51:01. The binding affinity (normalized) is 0. (5) The peptide sequence is AAFLDDNAF. The MHC is HLA-A01:01 with pseudo-sequence HLA-A01:01. The binding affinity (normalized) is 0.0847. (6) The peptide sequence is AIPYFYKGK. The MHC is HLA-A11:01 with pseudo-sequence HLA-A11:01. The binding affinity (normalized) is 0.470.